This data is from Orexin1 receptor HTS with 218,158 compounds and 233 confirmed actives. The task is: Binary Classification. Given a drug SMILES string, predict its activity (active/inactive) in a high-throughput screening assay against a specified biological target. (1) The molecule is s1c(nc(c2ccccc2)c1)NNC(=O)c1ccccc1. The result is 0 (inactive). (2) The molecule is BrC1C2(C(C(CC2)(C1=O)C)(C)C)C(=O)Nc1cc(Cl)ccc1. The result is 0 (inactive). (3) The molecule is OC(=O)c1ccc(n2nc(cc2Nc2ccccc2)C)cc1. The result is 0 (inactive). (4) The molecule is S(Cc1ccc(cc1)C#N)c1oc(nn1)c1ccncc1. The result is 0 (inactive). (5) The drug is O1CCN(CC1)c1c(NC(=O)C)cc(cc1)c1nnc(OC)c2c1cccc2. The result is 0 (inactive). (6) The drug is Clc1cc(NC(=O)Nc2scc(n2)C)ccc1. The result is 0 (inactive). (7) The molecule is O=C(c1ccc(NC(=O)c2cc(ccc2)C)cc1)c1ccccc1. The result is 0 (inactive). (8) The drug is S(Cc1c(F)cccc1)c1oc(nn1)c1ccc(cc1)C. The result is 0 (inactive).